From a dataset of Full USPTO retrosynthesis dataset with 1.9M reactions from patents (1976-2016). Predict the reactants needed to synthesize the given product. Given the product [O:15]=[C:13]1[NH:12][C:8]2=[N:9][CH:10]=[CH:11][C:6]([O:5][C:4]3[CH:3]=[C:2]([NH:1][C:24](=[O:25])[C:23]4[CH:27]=[C:28]([Cl:30])[CH:29]=[C:21]([C:20]([F:32])([F:19])[F:31])[CH:22]=4)[CH:18]=[CH:17][CH:16]=3)=[C:7]2[NH:14]1, predict the reactants needed to synthesize it. The reactants are: [NH2:1][C:2]1[CH:3]=[C:4]([CH:16]=[CH:17][CH:18]=1)[O:5][C:6]1[CH:11]=[CH:10][N:9]=[C:8]2[NH:12][C:13](=[O:15])[NH:14][C:7]=12.[F:19][C:20]([F:32])([F:31])[C:21]1[CH:22]=[C:23]([CH:27]=[C:28]([Cl:30])[CH:29]=1)[C:24](Cl)=[O:25].